Dataset: Full USPTO retrosynthesis dataset with 1.9M reactions from patents (1976-2016). Task: Predict the reactants needed to synthesize the given product. (1) Given the product [N:24]1[NH:25][C:9]2[CH:8]=[CH:7][C:6]([CH2:5][OH:4])=[C:16]3[CH:15]=[CH:14][C:13]4[CH:17]=[CH:18][CH:19]=[CH:20][C:12]=4[C:11]=1[C:10]=23, predict the reactants needed to synthesize it. The reactants are: C([O:4][CH2:5][C:6]1[C:16]2[CH:15]=[CH:14][C:13]3[CH:17]=[CH:18][CH:19]=[C:20](I)[C:12]=3[C:11](=O)[C:10]=2[CH:9]=[CH:8][CH:7]=1)(=O)C.O.[NH2:24][NH2:25]. (2) Given the product [CH3:15][O:14][CH2:13][CH2:12][O:10][C:5]1[CH:6]=[CH:7][CH:8]=[CH:9][C:4]=1[N+:1]([O-:3])=[O:2], predict the reactants needed to synthesize it. The reactants are: [N+:1]([C:4]1[CH:9]=[CH:8][CH:7]=[CH:6][C:5]=1[OH:10])([O-:3])=[O:2].Br[CH2:12][CH2:13][O:14][CH3:15].C([O-])([O-])=O.[K+].[K+].